Dataset: Forward reaction prediction with 1.9M reactions from USPTO patents (1976-2016). Task: Predict the product of the given reaction. Given the reactants [Cl:1][C:2]1[CH:3]=[C:4]([CH:21]=[CH:22][CH:23]=1)[C:5]([NH:7][C:8]1[C:9]([N:15]2[CH2:20][CH2:19][NH:18][CH2:17][CH2:16]2)=[N:10][CH:11]=[C:12]([Cl:14])[CH:13]=1)=[O:6].Cl[CH2:25][C:26]([OH:28])=[O:27], predict the reaction product. The product is: [Cl:14][C:12]1[CH:13]=[C:8]([NH:7][C:5](=[O:6])[C:4]2[CH:21]=[CH:22][CH:23]=[C:2]([Cl:1])[CH:3]=2)[C:9]([N:15]2[CH2:20][CH2:19][N:18]([CH2:25][C:26]([OH:28])=[O:27])[CH2:17][CH2:16]2)=[N:10][CH:11]=1.